Dataset: Full USPTO retrosynthesis dataset with 1.9M reactions from patents (1976-2016). Task: Predict the reactants needed to synthesize the given product. (1) Given the product [Cl:24][C:22]1[CH:21]=[C:20]([S:25]([NH:1][C:2]2[CH:3]=[C:4]3[C:8](=[CH:9][CH:10]=2)[N:7]([CH2:11][CH2:12][N:13]([CH3:15])[CH3:14])[C:6]([CH3:16])=[CH:5]3)(=[O:26])=[O:27])[CH:19]=[C:18]([Cl:17])[CH:23]=1, predict the reactants needed to synthesize it. The reactants are: [NH2:1][C:2]1[CH:3]=[C:4]2[C:8](=[CH:9][CH:10]=1)[N:7]([CH2:11][CH2:12][N:13]([CH3:15])[CH3:14])[C:6]([CH3:16])=[CH:5]2.[Cl:17][C:18]1[CH:19]=[C:20]([S:25](Cl)(=[O:27])=[O:26])[CH:21]=[C:22]([Cl:24])[CH:23]=1. (2) Given the product [NH2:6][C:5]1[CH:7]=[C:8]([OH:10])[CH:9]=[C:3]([O:2][CH3:1])[CH:4]=1, predict the reactants needed to synthesize it. The reactants are: [CH3:1][O:2][C:3]1[CH:4]=[C:5]([CH:7]=[C:8]([O:10]C)[CH:9]=1)[NH2:6].C[S-].[Na+].